This data is from Forward reaction prediction with 1.9M reactions from USPTO patents (1976-2016). The task is: Predict the product of the given reaction. (1) Given the reactants [Br:1][C:2]1[CH:7]=[CH:6][CH:5]=[C:4]([N+:8]([O-])=O)[C:3]=1[O:11][CH3:12].Cl[Sn]Cl.Cl, predict the reaction product. The product is: [Br:1][C:2]1[C:3]([O:11][CH3:12])=[C:4]([NH2:8])[CH:5]=[CH:6][CH:7]=1. (2) Given the reactants [C:1]1([CH2:7][CH2:8][C:9]([OH:11])=O)[CH:6]=[CH:5][CH:4]=[CH:3][CH:2]=1.S(Cl)([Cl:14])=O.[Cl-].[Ca+2].[Cl-], predict the reaction product. The product is: [C:1]1([CH2:7][CH2:8][C:9]([Cl:14])=[O:11])[CH:6]=[CH:5][CH:4]=[CH:3][CH:2]=1. (3) Given the reactants Cl[C:2]1[CH:7]=[C:6]([O:8][CH2:9][C:10]#[C:11][CH3:12])[N:5]=[CH:4][N:3]=1.C(=O)([O-])[O-].[K+].[K+].[F:19][C:20]1[C:25]([F:26])=[CH:24][CH:23]=[CH:22][C:21]=1[OH:27].[Cl-].[NH4+], predict the reaction product. The product is: [CH2:9]([O:8][C:6]1[CH:7]=[C:2]([O:27][C:21]2[CH:22]=[CH:23][CH:24]=[C:25]([F:26])[C:20]=2[F:19])[N:3]=[CH:4][N:5]=1)[C:10]#[C:11][CH3:12]. (4) Given the reactants [CH2:1]([CH:3]([NH:6][C:7](=[O:40])[NH:8][C:9]1[CH:37]=[CH:36][C:12]([O:13][C:14]2[CH:19]=[CH:18][C:17]([NH:20][C:21](=[O:35])[C:22]3[CH:27]=[CH:26][C:25]([O:28][CH:29]4[CH2:34][CH2:33][NH:32][CH2:31][CH2:30]4)=[CH:24][CH:23]=3)=[CH:16][CH:15]=2)=[C:11]([O:38][CH3:39])[CH:10]=1)[CH2:4][CH3:5])[CH3:2].CCN(C(C)C)C(C)C.[O-]S([O-])(=O)=O.[Na+].[Na+].[CH3:57][C:58](=O)[CH2:59][CH2:60][CH3:61].[BH4-].[Na+], predict the reaction product. The product is: [CH2:1]([CH:3]([NH:6][C:7](=[O:40])[NH:8][C:9]1[CH:37]=[CH:36][C:12]([O:13][C:14]2[CH:15]=[CH:16][C:17]([NH:20][C:21](=[O:35])[C:22]3[CH:27]=[CH:26][C:25]([O:28][CH:29]4[CH2:30][CH2:31][N:32]([CH:58]([CH3:57])[CH2:59][CH2:60][CH3:61])[CH2:33][CH2:34]4)=[CH:24][CH:23]=3)=[CH:18][CH:19]=2)=[C:11]([O:38][CH3:39])[CH:10]=1)[CH2:4][CH3:5])[CH3:2]. (5) Given the reactants C([O:3][C:4]([C:6]1[CH2:7][N:8]([CH2:32][C:33]2[CH:38]=[CH:37][CH:36]=[CH:35][CH:34]=2)[CH2:9][CH2:10][C:11]=1[C:12]1[CH:17]=[CH:16][C:15]([O:18][CH2:19][CH2:20][CH2:21][O:22][CH2:23][C:24]2[CH:29]=[CH:28][CH:27]=[CH:26][C:25]=2[O:30][CH3:31])=[CH:14][CH:13]=1)=O)C.Cl.[Cl:40][C:41]1[CH:46]=[CH:45][CH:44]=[CH:43][C:42]=1[CH2:47][CH2:48]NC.C1C=CC2N(O)N=[N:57][C:55]=2C=1.CCN=C=NCCCN(C)C.Cl, predict the reaction product. The product is: [Cl:40][C:41]1[CH:46]=[CH:45][CH:44]=[CH:43][C:42]=1[CH:47]([N:57]([CH3:55])[C:4]([C:6]1[CH2:7][N:8]([CH2:32][C:33]2[CH:38]=[CH:37][CH:36]=[CH:35][CH:34]=2)[CH2:9][CH2:10][C:11]=1[C:12]1[CH:17]=[CH:16][C:15]([O:18][CH2:19][CH2:20][CH2:21][O:22][CH2:23][C:24]2[CH:29]=[CH:28][CH:27]=[CH:26][C:25]=2[O:30][CH3:31])=[CH:14][CH:13]=1)=[O:3])[CH3:48]. (6) Given the reactants Br[C:2]1[CH:3]=[C:4]([C:8]2[N:13]=[C:12]([C:14]([F:17])([F:16])[F:15])[CH:11]=[C:10]([C:18]3[CH:23]=[CH:22][C:21]([C:24]([F:27])([F:26])[F:25])=[CH:20][CH:19]=3)[N:9]=2)[CH:5]=[CH:6][CH:7]=1.[CH3:28][C:29]([CH3:45])([CH3:44])[CH2:30][O:31][S:32]([C:35]1[CH:36]=[C:37](B(O)O)[CH:38]=[CH:39][CH:40]=1)(=[O:34])=[O:33], predict the reaction product. The product is: [CH3:28][C:29]([CH3:45])([CH3:44])[CH2:30][O:31][S:32]([C:35]1[CH:36]=[C:37]([C:2]2[CH:7]=[CH:6][CH:5]=[C:4]([C:8]3[N:13]=[C:12]([C:14]([F:15])([F:16])[F:17])[CH:11]=[C:10]([C:18]4[CH:19]=[CH:20][C:21]([C:24]([F:27])([F:25])[F:26])=[CH:22][CH:23]=4)[N:9]=3)[CH:3]=2)[CH:38]=[CH:39][CH:40]=1)(=[O:34])=[O:33].